Dataset: Catalyst prediction with 721,799 reactions and 888 catalyst types from USPTO. Task: Predict which catalyst facilitates the given reaction. (1) Reactant: [CH3:1][C:2]1[CH:10]=[CH:9][CH:8]=[CH:7][C:3]=1[C:4](Cl)=[O:5].[OH2:11]. Product: [CH3:1][C:2]1[CH:10]=[CH:9][CH:8]=[CH:7][C:3]=1[C:4]([O:11][C:2]1[CH:10]=[CH:9][CH:8]=[CH:7][CH:3]=1)=[O:5]. The catalyst class is: 1. (2) Reactant: [F:1][C:2]1[CH:7]=[CH:6][C:5]([NH:8][C:9]2[CH:14]=[CH:13][N:12]=[C:11]([NH:15][C:16]3[CH:21]=[CH:20][C:19]([S:22]([N:25]([CH3:32])[CH:26]4[CH2:31][CH2:30][NH:29][CH2:28][CH2:27]4)(=[O:24])=[O:23])=[CH:18][CH:17]=3)[N:10]=2)=[CH:4][CH:3]=1.[CH3:33][CH:34]([CH3:37])[CH:35]=O. Product: [F:1][C:2]1[CH:7]=[CH:6][C:5]([NH:8][C:9]2[CH:14]=[CH:13][N:12]=[C:11]([NH:15][C:16]3[CH:17]=[CH:18][C:19]([S:22]([N:25]([CH:26]4[CH2:31][CH2:30][N:29]([CH2:33][CH:34]([CH3:37])[CH3:35])[CH2:28][CH2:27]4)[CH3:32])(=[O:23])=[O:24])=[CH:20][CH:21]=3)[N:10]=2)=[CH:4][CH:3]=1. The catalyst class is: 1. (3) Reactant: [OH:1][C@@H:2]1[C@@H:7]([OH:8])[C@H:6]([OH:9])[C@@H:5]([CH2:10][OH:11])[O:4][C:3]1=[O:12].CN1CCOCC1.[Cl-].[CH3:21][SiH:22]([CH3:24])[CH3:23].C1(C)C=CC=CC=1. The catalyst class is: 30. Product: [CH3:21][Si:22]([CH3:24])([CH3:23])[O:1][C@@H:2]1[C@@H:7]([O:8][Si:22]([CH3:24])([CH3:23])[CH3:21])[C@H:6]([O:9][Si:22]([CH3:24])([CH3:23])[CH3:21])[C@@H:5]([CH2:10][O:11][Si:22]([CH3:24])([CH3:23])[CH3:21])[O:4][C:3]1=[O:12]. (4) Reactant: [Br:1][C:2]1[CH:19]=[CH:18][C:5]([CH2:6][O:7][C:8]2[C:9]([CH2:15][CH2:16][NH2:17])=[N:10][C:11]([CH3:14])=[CH:12][CH:13]=2)=[CH:4][CH:3]=1.[CH:20]([C:22]1[CH:31]=[CH:30][C:25]([C:26]([O:28][CH3:29])=[O:27])=[CH:24][CH:23]=1)=O.[BH4-].[Na+].O. Product: [Br:1][C:2]1[CH:19]=[CH:18][C:5]([CH2:6][O:7][C:8]2[C:9]([CH2:15][CH2:16][NH:17][CH2:20][C:22]3[CH:31]=[CH:30][C:25]([C:26]([O:28][CH3:29])=[O:27])=[CH:24][CH:23]=3)=[N:10][C:11]([CH3:14])=[CH:12][CH:13]=2)=[CH:4][CH:3]=1. The catalyst class is: 8. (5) Reactant: [O:1]1CCO[CH:2]1[C:6]1[CH:11]=[CH:10][C:9]([N:12]([CH3:20])[C:13]2[CH:18]=[CH:17][N:16]=[C:15]([CH3:19])[CH:14]=2)=[CH:8][CH:7]=1.O.C1(C)C=CC(S(O)(=O)=O)=CC=1.C([O-])(O)=O.[Na+]. Product: [CH3:20][N:12]([C:13]1[CH:18]=[CH:17][N:16]=[C:15]([CH3:19])[CH:14]=1)[C:9]1[CH:8]=[CH:7][C:6]([CH:2]=[O:1])=[CH:11][CH:10]=1. The catalyst class is: 1. (6) Reactant: [CH3:16][C:11]1([CH3:17])[C:12]([CH3:15])([CH3:14])[O:13][B:9]([B:9]2[O:13][C:12]([CH3:15])([CH3:14])[C:11]([CH3:17])([CH3:16])[O:10]2)[O:10]1.Br[C:20]1[CH:25]=[C:24]([S:26]([CH3:29])(=[O:28])=[O:27])[CH:23]=[CH:22][C:21]=1[F:30].C([O-])(=O)C.[K+].CS(C)=O. Product: [F:30][C:21]1[CH:20]=[CH:25][C:24]([S:26]([CH3:29])(=[O:28])=[O:27])=[CH:23][C:22]=1[B:9]1[O:10][C:11]([CH3:16])([CH3:17])[C:12]([CH3:14])([CH3:15])[O:13]1. The catalyst class is: 12.